From a dataset of CYP2C9 inhibition data for predicting drug metabolism from PubChem BioAssay. Regression/Classification. Given a drug SMILES string, predict its absorption, distribution, metabolism, or excretion properties. Task type varies by dataset: regression for continuous measurements (e.g., permeability, clearance, half-life) or binary classification for categorical outcomes (e.g., BBB penetration, CYP inhibition). Dataset: cyp2c9_veith. The result is 0 (non-inhibitor). The compound is COC(=O)c1cc(=O)[nH]c(=O)[nH]1.